From a dataset of Reaction yield outcomes from USPTO patents with 853,638 reactions. Predict the reaction yield, written as a fraction of the theoretical maximum amount of product (1.0 means a 100% yield; for example, 0.34 means a 34% yield). (1) The reactants are [CH3:1][O:2][C:3]([CH:5]1[CH:10]([NH2:11])[CH:9]2[N:12]([C:13]([O:15][C:16]([CH3:19])([CH3:18])[CH3:17])=[O:14])[CH:6]1[CH2:7][CH2:8]2)=[O:4].Cl.[CH3:21][C:22]1[CH:31]=[C:30]([CH2:32][O:33][C:34]2[CH:39]=[CH:38][C:37]([S:40](Cl)(=[O:42])=[O:41])=[CH:36][CH:35]=2)[C:29]2[C:24](=[CH:25][CH:26]=[CH:27][CH:28]=2)[N:23]=1.C(N(CC)C(C)C)(C)C. The catalyst is CN(C)C=O. The product is [CH3:1][O:2][C:3]([CH:5]1[CH:10]([NH:11][S:40]([C:37]2[CH:38]=[CH:39][C:34]([O:33][CH2:32][C:30]3[C:29]4[C:24](=[CH:25][CH:26]=[CH:27][CH:28]=4)[N:23]=[C:22]([CH3:21])[CH:31]=3)=[CH:35][CH:36]=2)(=[O:41])=[O:42])[CH:9]2[N:12]([C:13]([O:15][C:16]([CH3:19])([CH3:18])[CH3:17])=[O:14])[CH:6]1[CH2:7][CH2:8]2)=[O:4]. The yield is 0.235. (2) The product is [F:1][C:2]([F:12])([F:11])[C:3]1[CH:10]=[CH:9][C:6](/[CH:7]=[N:19]/[C:20]2[CH:28]=[CH:27][CH:26]=[C:25]3[C:21]=2[CH2:22][O:23][C:24]3=[O:29])=[CH:5][CH:4]=1. The yield is 0.680. The catalyst is C(#N)C. The reactants are [F:1][C:2]([F:12])([F:11])[C:3]1[CH:10]=[CH:9][C:6]([CH:7]=O)=[CH:5][CH:4]=1.S([O-])([O-])(=O)=O.[Mg+2].[NH2:19][C:20]1[CH:28]=[CH:27][CH:26]=[C:25]2[C:21]=1[CH2:22][O:23][C:24]2=[O:29]. (3) The reactants are [CH3:1][NH:2][CH2:3][CH2:4][NH:5][C:6](=[O:12])[O:7][C:8]([CH3:11])([CH3:10])[CH3:9].[OH:13][C:14]1[CH:22]=[CH:21][CH:20]=[CH:19][C:15]=1[C:16](Cl)=[O:17].N1C=CN=C1.C1CCC(N=C=NC2CCCCC2)CC1. The catalyst is C(OCC)(=O)C. The product is [OH:13][C:14]1[CH:22]=[CH:21][CH:20]=[CH:19][C:15]=1[C:16]([N:2]([CH2:3][CH2:4][NH:5][C:6](=[O:12])[O:7][C:8]([CH3:10])([CH3:9])[CH3:11])[CH3:1])=[O:17]. The yield is 0.340. (4) The reactants are [CH3:1][O:2][C:3]1[C:12]2[C:7](=[CH:8][CH:9]=[CH:10][CH:11]=2)[N:6]=[C:5]([C:13]([OH:15])=[O:14])[CH:4]=1.Cl.[CH3:17]O. No catalyst specified. The product is [CH3:1][O:2][C:3]1[C:12]2[C:7](=[CH:8][CH:9]=[CH:10][CH:11]=2)[N:6]=[C:5]([C:13]([O:15][CH3:17])=[O:14])[CH:4]=1. The yield is 0.420. (5) The reactants are [CH2:1]([O:8][CH2:9][C:10]([NH2:12])=[O:11])[C:2]1[CH:7]=[CH:6][CH:5]=[CH:4][CH:3]=1.Br[CH2:14][C:15]([C:17]1[CH:22]=[CH:21][C:20]([Cl:23])=[CH:19][CH:18]=1)=O.O. The catalyst is CN(C=O)C. The product is [CH2:1]([O:8][CH2:9][C:10]1[O:11][CH:14]=[C:15]([C:17]2[CH:22]=[CH:21][C:20]([Cl:23])=[CH:19][CH:18]=2)[N:12]=1)[C:2]1[CH:7]=[CH:6][CH:5]=[CH:4][CH:3]=1. The yield is 0.440. (6) The reactants are [C:1]([S:4][C:5]([CH3:45])([CH3:44])[CH:6]([NH:36]C(OC(C)(C)C)=O)[C:7]([O:9][C@H:10]([C:21]1[CH:26]=[CH:25][C:24]([O:27][CH:28]([F:30])[F:29])=[C:23]([O:31][CH2:32][CH:33]2[CH2:35][CH2:34]2)[CH:22]=1)[CH2:11][C:12]1[C:17]([Cl:18])=[CH:16][N+:15]([O-:19])=[CH:14][C:13]=1[Cl:20])=[O:8])(=[O:3])[CH3:2].Cl.O1CCOCC1. The catalyst is C(Cl)Cl. The product is [C:1]([S:4][C:5]([CH3:45])([CH3:44])[CH:6]([NH2:36])[C:7]([O:9][C@H:10]([C:21]1[CH:26]=[CH:25][C:24]([O:27][CH:28]([F:30])[F:29])=[C:23]([O:31][CH2:32][CH:33]2[CH2:35][CH2:34]2)[CH:22]=1)[CH2:11][C:12]1[C:13]([Cl:20])=[CH:14][N+:15]([O-:19])=[CH:16][C:17]=1[Cl:18])=[O:8])(=[O:3])[CH3:2]. The yield is 1.00. (7) The reactants are [CH:1]([S:4]([C:7]1[CH:8]=[C:9]2[C:13](=[C:14]([O:16][CH2:17][CH2:18][C:19]3[CH:24]=[CH:23][CH:22]=[CH:21][N:20]=3)[CH:15]=1)[NH:12][N:11]=[C:10]2[NH:25][C:26]1[S:27][C:28]([CH:31]=O)=[CH:29][N:30]=1)(=[O:6])=[O:5])([CH3:3])[CH3:2].[NH:33]1[CH2:38][CH2:37][O:36][CH2:35][CH2:34]1.[Na].C(=O)([O-])O.[Na+]. The catalyst is O1CCCC1. The product is [CH:1]([S:4]([C:7]1[CH:8]=[C:9]2[C:13](=[C:14]([O:16][CH2:17][CH2:18][C:19]3[CH:24]=[CH:23][CH:22]=[CH:21][N:20]=3)[CH:15]=1)[NH:12][N:11]=[C:10]2[NH:25][C:26]1[S:27][C:28]([CH2:31][N:33]2[CH2:38][CH2:37][O:36][CH2:35][CH2:34]2)=[CH:29][N:30]=1)(=[O:6])=[O:5])([CH3:3])[CH3:2]. The yield is 0.530.